Dataset: Reaction yield outcomes from USPTO patents with 853,638 reactions. Task: Predict the reaction yield, written as a fraction of the theoretical maximum amount of product (1.0 means a 100% yield; for example, 0.34 means a 34% yield). (1) The reactants are [O:1]1[CH2:6][CH2:5][O:4][C:3]2[CH:7]=[C:8]([OH:11])[CH:9]=[CH:10][C:2]1=2.C([O-])([O-])=O.[Cs+].[Cs+].Cl[C:19]1[N:24]=[CH:23][N:22]=[C:21]([NH:25][C:26]2[CH:31]=[CH:30][CH:29]=[C:28]([NH2:32])[N:27]=2)[CH:20]=1.O. The catalyst is CN1C(=O)CCC1.[Cu]I. The product is [O:1]1[CH2:6][CH2:5][O:4][C:3]2[CH:7]=[C:8]([O:11][C:19]3[N:24]=[CH:23][N:22]=[C:21]([NH:25][C:26]4[CH:31]=[CH:30][CH:29]=[C:28]([NH2:32])[N:27]=4)[CH:20]=3)[CH:9]=[CH:10][C:2]1=2. The yield is 0.290. (2) The reactants are [C:1]([N:4]1[C:13]2[C:8](=[CH:9][C:10]([CH:14]3[CH2:19][CH2:18][N:17]([C:20]([O:22][C:23]([CH3:26])([CH3:25])[CH3:24])=[O:21])[CH2:16][CH2:15]3)=[CH:11][CH:12]=2)[C@H:7]([NH2:27])[C@@H:6]([CH3:28])[C@@H:5]1[CH3:29])(=[O:3])[CH3:2].C([N:33]1[C:42]2[C:37](=CC(C3CCN(C(OC(C)(C)C)=O)CC3)=CC=2)[C@H:36](NC2C=NC(C)=CN=2)[C@@H:35](C)[C@@H:34]1[CH3:65])(=O)C.CN(C1C(C2C(P(C3CCCCC3)C3CCCCC3)=CC=CC=2)=CC=CC=1)C.BrC1C=CC=C(C)N=1.CC(C)([O-])C.[Na+]. The catalyst is O1CCOCC1.C1C=CC(/C=C/C(/C=C/C2C=CC=CC=2)=O)=CC=1.C1C=CC(/C=C/C(/C=C/C2C=CC=CC=2)=O)=CC=1.C1C=CC(/C=C/C(/C=C/C2C=CC=CC=2)=O)=CC=1.[Pd].[Pd]. The product is [C:1]([N:4]1[C:13]2[C:8](=[CH:9][C:10]([CH:14]3[CH2:15][CH2:16][N:17]([C:20]([O:22][C:23]([CH3:26])([CH3:25])[CH3:24])=[O:21])[CH2:18][CH2:19]3)=[CH:11][CH:12]=2)[C@H:7]([NH:27][C:42]2[CH:37]=[CH:36][CH:35]=[C:34]([CH3:65])[N:33]=2)[C@@H:6]([CH3:28])[C@@H:5]1[CH3:29])(=[O:3])[CH3:2]. The yield is 0.450. (3) The reactants are C([O:5][C:6]([C:8]1[S:9][C:10]([C:24]2[CH:28]=[CH:27][N:26](S(=O)(=O)N(C)C)[N:25]=2)=[CH:11][C:12]=1[NH:13][S:14]([C:17]1[C:18]([CH3:23])=[CH:19][CH:20]=[CH:21][CH:22]=1)(=[O:16])=[O:15])=[O:7])(C)(C)C.Cl. The catalyst is O1CCOCC1.CO.O. The product is [NH:26]1[CH:27]=[CH:28][C:24]([C:10]2[S:9][C:8]([C:6]([OH:7])=[O:5])=[C:12]([NH:13][S:14]([C:17]3[C:18]([CH3:23])=[CH:19][CH:20]=[CH:21][CH:22]=3)(=[O:16])=[O:15])[CH:11]=2)=[N:25]1. The yield is 0.652. (4) The reactants are IC1C2C(=CC([C@H]3[C@@]4(C5C(=CC=C(OC)C=5)NC4=O)C3)=CC=2)NN=1.CN1CCN(C2C=CC(B3OC(C)(C)C(C)(C)O3)=CC=2)CC1.[Li+].[Cl-:48].C([O-])([O-])=O.[Na+].[Na+].[I-].Cl.[CH3:57][O:58][C:59]1[CH:60]=[C:61]2[C:65](=[CH:66][CH:67]=1)[NH:64][C:63](=[O:68])[C@:62]12[CH2:70][C@H:69]1[C:71]1[CH:79]=[C:78]2[C:74]([C:75]([C:80]3[CH:85]=[CH:84][C:83]([N:86]4[CH2:91][CH2:90][N:89]([CH3:92])[CH2:88][CH2:87]4)=[CH:82][CH:81]=3)=[N:76][NH:77]2)=[CH:73][CH:72]=1. The catalyst is O1CCOCC1.C1COCC1.C1C=CC([P]([Pd]([P](C2C=CC=CC=2)(C2C=CC=CC=2)C2C=CC=CC=2)([P](C2C=CC=CC=2)(C2C=CC=CC=2)C2C=CC=CC=2)[P](C2C=CC=CC=2)(C2C=CC=CC=2)C2C=CC=CC=2)(C2C=CC=CC=2)C2C=CC=CC=2)=CC=1. The product is [ClH:48].[CH3:57][O:58][C:59]1[CH:60]=[C:61]2[C:65](=[CH:66][CH:67]=1)[NH:64][C:63](=[O:68])[C@:62]12[CH2:70][C@H:69]1[C:71]1[CH:79]=[C:78]2[C:74]([C:75]([C:80]3[CH:81]=[CH:82][C:83]([N:86]4[CH2:87][CH2:88][N:89]([CH3:92])[CH2:90][CH2:91]4)=[CH:84][CH:85]=3)=[N:76][NH:77]2)=[CH:73][CH:72]=1. The yield is 0.420. (5) The reactants are [CH3:1][C:2]1[CH:7]=[C:6]([C:8]([F:11])([F:10])[F:9])[C:5]([N+:12]([O-:14])=[O:13])=[CH:4][C:3]=1[N+:15]([O-:17])=[O:16].C[C:19]([N:21]([CH3:23])[CH3:22])=O. The catalyst is CN(C=O)C. The product is [N+:15]([C:3]1[CH:4]=[C:5]([N+:12]([O-:14])=[O:13])[C:6]([C:8]([F:10])([F:11])[F:9])=[CH:7][C:2]=1/[CH:1]=[CH:19]/[N:21]([CH3:23])[CH3:22])([O-:17])=[O:16]. The yield is 0.860. (6) The reactants are [CH:1]([C:4]1[CH:9]=[CH:8][C:7]([NH:10][C:11](=[O:22])[O:12][C:13]2[CH:14]=[C:15]3[C:19](=[CH:20][CH:21]=2)[NH:18][CH2:17][CH2:16]3)=[CH:6][CH:5]=1)([CH3:3])[CH3:2].[CH3:23][O:24][C:25]1[CH:32]=[CH:31][C:28]([CH:29]=O)=[CH:27][CH:26]=1.C(O)(=O)C.[Na].C([O-])(O)=O.[Na+]. The catalyst is ClCCl.C(OCC)C. The product is [CH:1]([C:4]1[CH:5]=[CH:6][C:7]([NH:10][C:11](=[O:22])[O:12][C:13]2[CH:14]=[C:15]3[C:19](=[CH:20][CH:21]=2)[N:18]([CH2:29][C:28]2[CH:31]=[CH:32][C:25]([O:24][CH3:23])=[CH:26][CH:27]=2)[CH2:17][CH2:16]3)=[CH:8][CH:9]=1)([CH3:3])[CH3:2]. The yield is 0.820. (7) The reactants are Br[C:2]1[CH:7]=[CH:6][C:5]([C@@H:8]([N:10]([C:18]2[N:23]=[C:22]([N:24]3[C@@H:28]([CH:29]([CH3:31])[CH3:30])[CH2:27][O:26][C:25]3=[O:32])[CH:21]=[CH:20][N:19]=2)[C:11](=[O:17])[O:12][C:13]([CH3:16])([CH3:15])[CH3:14])[CH3:9])=[CH:4][CH:3]=1.[CH3:33][N:34]1[CH:38]=[C:37](B2OC(C)(C)C(C)(C)O2)[CH:36]=[N:35]1.C(=O)(O)[O-].[Na+].N#N. The catalyst is O1CCOCC1.CCOC(C)=O. The product is [CH:29]([C@H:28]1[CH2:27][O:26][C:25](=[O:32])[N:24]1[C:22]1[CH:21]=[CH:20][N:19]=[C:18]([N:10]([C@H:8]([C:5]2[CH:6]=[CH:7][C:2]([C:37]3[CH:36]=[N:35][N:34]([CH3:33])[CH:38]=3)=[CH:3][CH:4]=2)[CH3:9])[C:11](=[O:17])[O:12][C:13]([CH3:16])([CH3:15])[CH3:14])[N:23]=1)([CH3:31])[CH3:30]. The yield is 0.493.